The task is: Predict the product of the given reaction.. This data is from Forward reaction prediction with 1.9M reactions from USPTO patents (1976-2016). (1) Given the reactants [H-].[Na+].[C:3]([C:11]1[CH:12]=[C:13](/[C:17](=[N:23]/[OH:24])/[C:18]([O:20][CH2:21][CH3:22])=[O:19])[CH:14]=[CH:15][CH:16]=1)(=[O:10])[C:4]1[CH:9]=[CH:8][CH:7]=[CH:6][CH:5]=1.Cl[CH2:26][C:27]1[CH:46]=[CH:45][C:30]([O:31][CH2:32][C:33]2[N:34]=[C:35]([C:39]3[CH:44]=[CH:43][CH:42]=[CH:41][CH:40]=3)[O:36][C:37]=2[CH3:38])=[CH:29][CH:28]=1.Cl.C(=O)(O)[O-].[Na+], predict the reaction product. The product is: [C:3]([C:11]1[CH:12]=[C:13](/[C:17](=[N:23]/[O:24][CH2:26][C:27]2[CH:28]=[CH:29][C:30]([O:31][CH2:32][C:33]3[N:34]=[C:35]([C:39]4[CH:44]=[CH:43][CH:42]=[CH:41][CH:40]=4)[O:36][C:37]=3[CH3:38])=[CH:45][CH:46]=2)/[C:18]([O:20][CH2:21][CH3:22])=[O:19])[CH:14]=[CH:15][CH:16]=1)(=[O:10])[C:4]1[CH:9]=[CH:8][CH:7]=[CH:6][CH:5]=1. (2) Given the reactants [Cl:1][C:2]1[CH:13]=[CH:12][C:11]([CH2:14][NH:15][C@@H:16]([C:18]2[CH:23]=[CH:22][CH:21]=[C:20]([Cl:24])[CH:19]=2)[CH3:17])=[CH:10][C:3]=1[O:4][CH2:5][C:6]([O:8]C)=[O:7].C[Si](C)(C)[O-].[K+], predict the reaction product. The product is: [Cl:1][C:2]1[CH:13]=[CH:12][C:11]([CH2:14][NH:15][C@@H:16]([C:18]2[CH:23]=[CH:22][CH:21]=[C:20]([Cl:24])[CH:19]=2)[CH3:17])=[CH:10][C:3]=1[O:4][CH2:5][C:6]([OH:8])=[O:7]. (3) Given the reactants [NH2:1][C:2]1[C:11]2[C:6](=[C:7]([C:13]3[C:18]([CH3:19])=[CH:17][C:16](/[CH:20]=[CH:21]/[C:22]#[N:23])=[CH:15][C:14]=3[CH3:24])[CH:8]=[C:9]([Br:12])[CH:10]=2)[N:5]=[C:4](Cl)[N:3]=1.[NH2:26][C:27]1[CH:34]=[CH:33][C:30]([C:31]#[N:32])=[CH:29][CH:28]=1, predict the reaction product. The product is: [NH2:1][C:2]1[C:11]2[C:6](=[C:7]([C:13]3[C:18]([CH3:19])=[CH:17][C:16](/[CH:20]=[CH:21]/[C:22]#[N:23])=[CH:15][C:14]=3[CH3:24])[CH:8]=[C:9]([Br:12])[CH:10]=2)[N:5]=[C:4]([NH:26][C:27]2[CH:34]=[CH:33][C:30]([C:31]#[N:32])=[CH:29][CH:28]=2)[N:3]=1. (4) Given the reactants [Cl:1][C:2]1[CH:7]=[CH:6][C:5]([CH:8]2[CH:17]([C:18]([O:20][CH3:21])=[O:19])[C:16](=[O:22])[C:15]3[C:10](=[CH:11][CH:12]=[CH:13][CH:14]=3)[O:9]2)=[CH:4][C:3]=1[C:23]([F:26])([F:25])[F:24].CO.[BH4-].[Na+].Cl, predict the reaction product. The product is: [Cl:1][C:2]1[CH:7]=[CH:6][C:5]([CH:8]2[CH:17]([C:18]([O:20][CH3:21])=[O:19])[CH:16]([OH:22])[C:15]3[C:10](=[CH:11][CH:12]=[CH:13][CH:14]=3)[O:9]2)=[CH:4][C:3]=1[C:23]([F:26])([F:24])[F:25]. (5) Given the reactants [N:1]1[CH:6]=[CH:5][CH:4]=[C:3](/[CH:7]=[CH:8]/[S:9]([O-:12])(=O)=[O:10])[CH:2]=1.[K+].O=P(Cl)(Cl)[Cl:16], predict the reaction product. The product is: [N:1]1[CH:6]=[CH:5][CH:4]=[C:3](/[CH:7]=[CH:8]/[S:9]([Cl:16])(=[O:12])=[O:10])[CH:2]=1. (6) Given the reactants Cl.[OH:2][CH2:3][C@H:4]1[CH2:8][C@H:7]([CH3:9])[CH2:6][NH:5]1.[C:10](#[N:13])[CH:11]=[CH2:12], predict the reaction product. The product is: [OH:2][CH2:3][C@H:4]1[CH2:8][C@H:7]([CH3:9])[CH2:6][N:5]1[CH2:12][CH2:11][C:10]#[N:13]. (7) Given the reactants [Cl:1][C:2]1[CH:7]=[CH:6][CH:5]=[CH:4][C:3]=1[C:8]1[C:12]2[CH:13]=[N:14][C:15]([O:17][C:18]3[CH:23]=[CH:22][C:21]([F:24])=[CH:20][C:19]=3[F:25])=[CH:16][C:11]=2[N:10](C(OC(C)(C)C)=O)[N:9]=1, predict the reaction product. The product is: [Cl:1][C:2]1[CH:7]=[CH:6][CH:5]=[CH:4][C:3]=1[C:8]1[C:12]2[CH:13]=[N:14][C:15]([O:17][C:18]3[CH:23]=[CH:22][C:21]([F:24])=[CH:20][C:19]=3[F:25])=[CH:16][C:11]=2[NH:10][N:9]=1. (8) Given the reactants Br[C:2]1[N:3]=[C:4]2[CH:10]=[CH:9][N:8]([S:11]([C:14]3[CH:20]=[CH:19][C:17]([CH3:18])=[CH:16][CH:15]=3)(=[O:13])=[O:12])[C:5]2=[N:6][CH:7]=1.[CH:21](/B(O)O)=[CH:22]\[C:23]1[CH:28]=[CH:27][CH:26]=[CH:25][CH:24]=1.C([O-])([O-])=O.[Na+].[Na+], predict the reaction product. The product is: [CH:21](/[C:2]1[N:3]=[C:4]2[CH:10]=[CH:9][N:8]([S:11]([C:14]3[CH:20]=[CH:19][C:17]([CH3:18])=[CH:16][CH:15]=3)(=[O:13])=[O:12])[C:5]2=[N:6][CH:7]=1)=[CH:22]\[C:23]1[CH:28]=[CH:27][CH:26]=[CH:25][CH:24]=1. (9) Given the reactants [I:1][C:2]1[C:10]([O:11][CH3:12])=[CH:9][CH:8]=[CH:7][C:3]=1[C:4]([OH:6])=[O:5].[CH3:13]O.S(=O)(=O)(O)O, predict the reaction product. The product is: [I:1][C:2]1[C:10]([O:11][CH3:12])=[CH:9][CH:8]=[CH:7][C:3]=1[C:4]([O:6][CH3:13])=[O:5]. (10) Given the reactants [Cl:1][C:2]1[CH:7]=[CH:6][C:5]([CH2:8][C:9](O)=O)=[CH:4][C:3]=1[O:12][C:13]1[CH:18]=[CH:17][C:16]([S:19]([CH3:22])(=[O:21])=[O:20])=[CH:15][C:14]=1[Cl:23].C1N=C[N:26](C(N2C=NC=C2)=O)C=1.N.CC(C)(C)C(Cl)=O, predict the reaction product. The product is: [Cl:1][C:2]1[CH:7]=[CH:6][C:5]([CH2:8][C:9]#[N:26])=[CH:4][C:3]=1[O:12][C:13]1[CH:18]=[CH:17][C:16]([S:19]([CH3:22])(=[O:21])=[O:20])=[CH:15][C:14]=1[Cl:23].